Task: Predict the reactants needed to synthesize the given product.. Dataset: Full USPTO retrosynthesis dataset with 1.9M reactions from patents (1976-2016) Given the product [OH:14][C:2]1[C:3]([CH3:12])=[C:4]([CH:9]=[CH:10][CH:11]=1)[C:5]([OH:7])=[O:6], predict the reactants needed to synthesize it. The reactants are: N[C:2]1[C:3]([CH3:12])=[C:4]([CH:9]=[CH:10][CH:11]=1)[C:5]([O:7]C)=[O:6].N([O-])=[O:14].[Na+].